This data is from Forward reaction prediction with 1.9M reactions from USPTO patents (1976-2016). The task is: Predict the product of the given reaction. (1) Given the reactants [O:1]1[C:6]2[CH:7]=[CH:8][CH:9]=[CH:10][C:5]=2[NH:4][CH2:3][CH2:2]1.C(N(CC)CC)C.Cl[C:19]([O:21][C:22]1[CH:27]=[CH:26][C:25]([N+:28]([O-:30])=[O:29])=[CH:24][CH:23]=1)=[O:20], predict the reaction product. The product is: [O:1]1[C:6]2[CH:7]=[CH:8][CH:9]=[CH:10][C:5]=2[N:4]([C:19]([O:21][C:22]2[CH:23]=[CH:24][C:25]([N+:28]([O-:30])=[O:29])=[CH:26][CH:27]=2)=[O:20])[CH2:3][CH2:2]1. (2) Given the reactants [CH:1]1[C:9]2[C:8]3[CH:10]=[CH:11][CH:12]=[CH:13][C:7]=3[Se:6][C:5]=2[CH:4]=[CH:3][CH:2]=1.[Li]CCCC.[B:19](OC)([O:22]C)[O:20]C.Cl, predict the reaction product. The product is: [CH:1]1[C:9]2[C:8]3[CH:10]=[CH:11][CH:12]=[CH:13][C:7]=3[Se:6][C:5]=2[C:4]([B:19]([OH:22])[OH:20])=[CH:3][CH:2]=1. (3) Given the reactants C(OC([N:8]1[CH2:13][CH2:12][C:11]([NH:26]C(OC(C)(C)C)=O)([C:14](=[O:25])[NH:15][CH2:16][C:17]2[CH:22]=[CH:21][C:20]([O:23][CH3:24])=[CH:19][CH:18]=2)[CH2:10][CH2:9]1)=O)(C)(C)C, predict the reaction product. The product is: [CH3:24][O:23][C:20]1[CH:19]=[CH:18][C:17]([CH2:16][NH:15][C:14]([C:11]2([NH2:26])[CH2:12][CH2:13][NH:8][CH2:9][CH2:10]2)=[O:25])=[CH:22][CH:21]=1.